This data is from Full USPTO retrosynthesis dataset with 1.9M reactions from patents (1976-2016). The task is: Predict the reactants needed to synthesize the given product. (1) Given the product [F:26][C:19]1[CH:20]=[C:21]([F:25])[C:22]([F:24])=[CH:23][C:18]=1[CH2:17][CH:12]1[NH:11][C:14](=[O:15])[CH2:13]1, predict the reactants needed to synthesize it. The reactants are: CS(Cl)(=O)=O.C(=O)(O)[O-].[Na+].[NH2:11][CH:12]([CH2:17][C:18]1[CH:23]=[C:22]([F:24])[C:21]([F:25])=[CH:20][C:19]=1[F:26])[CH2:13][C:14](O)=[O:15]. (2) Given the product [S:1]1[C:5]2[CH:6]=[CH:7][CH:8]=[CH:9][C:4]=2[C:3]([N:10]2[CH2:15][CH2:14][N:13]([CH2:16][CH:17]([C:19]3[CH:20]=[C:21]4[C:25](=[CH:26][CH:27]=3)[C:24]([CH3:29])([CH3:28])[C:23](=[O:30])[C:22]4([CH3:32])[CH3:31])[Cl:37])[CH2:12][CH2:11]2)=[N:2]1, predict the reactants needed to synthesize it. The reactants are: [S:1]1[C:5]2[CH:6]=[CH:7][CH:8]=[CH:9][C:4]=2[C:3]([N:10]2[CH2:15][CH2:14][N:13]([CH2:16][CH:17]([C:19]3[CH:20]=[C:21]4[C:25](=[CH:26][CH:27]=3)[C:24]([CH3:29])([CH3:28])[C:23](=[O:30])[C:22]4([CH3:32])[CH3:31])O)[CH2:12][CH2:11]2)=[N:2]1.CS([Cl:37])(=O)=O.C(N(CC)CC)C. (3) Given the product [C:3]1([N:9]2[CH2:14][CH2:13][N:12]([C:15]([O:17][CH2:18][CH:19]3[O:24][CH2:23][CH2:22][N:21]([CH3:28])[CH2:20]3)=[O:16])[CH2:11][CH2:10]2)[CH:4]=[CH:5][CH:6]=[CH:7][CH:8]=1, predict the reactants needed to synthesize it. The reactants are: Cl.Cl.[C:3]1([N:9]2[CH2:14][CH2:13][N:12]([C:15]([O:17][CH2:18][CH:19]3[O:24][CH2:23][CH2:22][NH:21][CH2:20]3)=[O:16])[CH2:11][CH2:10]2)[CH:8]=[CH:7][CH:6]=[CH:5][CH:4]=1.C=O.O.[C:28](O[BH-](OC(=O)C)OC(=O)C)(=O)C.[Na+]. (4) Given the product [CH2:1]([O:3][C:4]([C:6]1[N:18]=[C:17]([CH3:27])[C:16]2[C:15]3[CH:14]=[CH:13][CH:12]=[CH:11][C:10]=3[N:9]([C:20]3[CH:25]=[CH:24][CH:23]=[CH:22][CH:21]=3)[C:8]=2[C:7]=1[OH:26])=[O:5])[CH3:2], predict the reactants needed to synthesize it. The reactants are: [CH2:1]([O:3][C:4]([C:6]1[N:18]=[C:17](Br)[C:16]2[C:15]3[CH:14]=[CH:13][CH:12]=[CH:11][C:10]=3[N:9]([C:20]3[CH:25]=[CH:24][CH:23]=[CH:22][CH:21]=3)[C:8]=2[C:7]=1[OH:26])=[O:5])[CH3:2].[CH3:27][Sn](C)(C)C. (5) Given the product [Cl:1][C:2]1[CH:3]=[C:4]([CH2:13][CH2:14][CH3:15])[CH:5]=[C:6]([CH:7]=[O:12])[C:10]=1[C:9]([O:8][CH2:23][CH3:24])=[O:11], predict the reactants needed to synthesize it. The reactants are: [Cl:1][C:2]1[CH:3]=[C:4]([CH2:13][CH2:14][CH3:15])[CH:5]=[C:6]2[C:10]=1[C:9](=[O:11])[O:8][CH:7]2[OH:12].C(=O)([O-])[O-].[K+].[K+].I[CH2:23][CH3:24].Cl. (6) Given the product [CH2:7]([N:14]1[C:18]([C:19]2[CH:20]=[CH:21][CH:22]=[CH:23][CH:24]=2)=[CH:17][C:16]([CH2:25][OH:26])=[N:15]1)[C:8]1[CH:9]=[CH:10][CH:11]=[CH:12][CH:13]=1, predict the reactants needed to synthesize it. The reactants are: [H-].[H-].[H-].[H-].[Li+].[Al+3].[CH2:7]([N:14]1[C:18]([C:19]2[CH:24]=[CH:23][CH:22]=[CH:21][CH:20]=2)=[CH:17][C:16]([C:25](OCC)=[O:26])=[N:15]1)[C:8]1[CH:13]=[CH:12][CH:11]=[CH:10][CH:9]=1.[OH-].[Na+].S([O-])([O-])(=O)=O.[Na+].[Na+]. (7) The reactants are: [CH3:1][NH:2][C:3]1[N:7](C)[C:6](C2C=CN=CC=2)=[N:5][N:4]=1.[F:15][C:16]1[CH:17]=[C:18]([CH:22]=[C:23]([F:25])[CH:24]=1)[C:19](Cl)=O. Given the product [F:15][C:16]1[CH:17]=[C:18]([C:19]2[N:2]([CH3:1])[C:3]([NH:7][CH3:6])=[N:4][N:5]=2)[CH:22]=[C:23]([F:25])[CH:24]=1, predict the reactants needed to synthesize it. (8) Given the product [Cl:19][C:14]1[CH:13]=[C:12]([C:11]2[N:10]=[N:9][C:8]([S:20][CH3:21])=[N:7][C:6]=2[N:31]2[CH2:32][CH2:33][CH2:34][CH:29]([CH3:28])[CH2:30]2)[CH:17]=[C:16]([Cl:18])[CH:15]=1, predict the reactants needed to synthesize it. The reactants are: CS(O[C:6]1[N:7]=[C:8]([S:20][CH3:21])[N:9]=[N:10][C:11]=1[C:12]1[CH:17]=[C:16]([Cl:18])[CH:15]=[C:14]([Cl:19])[CH:13]=1)(=O)=O.C([O-])([O-])=O.[K+].[K+].[CH3:28][CH:29]1[CH2:34][CH2:33][CH2:32][NH:31][CH2:30]1.C(OCC)(=O)C.CCCCCC. (9) The reactants are: [Br:1]Br.[CH3:3][C:4]([C:12]1[CH:13]=[C:14]([OH:18])[CH:15]=[CH:16][CH:17]=1)([CH3:11])[CH2:5][CH2:6][CH2:7][CH2:8][CH2:9][CH3:10]. Given the product [CH3:11][C:4]([C:12]1[CH:13]=[C:14]([OH:18])[C:15]([Br:1])=[CH:16][CH:17]=1)([CH3:3])[CH2:5][CH2:6][CH2:7][CH2:8][CH2:9][CH3:10], predict the reactants needed to synthesize it. (10) Given the product [CH3:1][O:2][C:3]1[CH:4]=[C:5]([CH:6]=[CH:7][CH:8]=1)[CH2:9][C:10]1[C:12]2[CH2:13][N:14]([C:19]([O:21][C:22]([CH3:25])([CH3:24])[CH3:23])=[O:20])[CH2:15][CH2:16][C:17]=2[N:41]=[C:39]([NH:38][C:35]2[CH:36]=[CH:37][C:32]([N:28]3[CH:29]=[CH:30][N:31]=[C:27]3[CH3:26])=[CH:33][CH:34]=2)[N:40]=1, predict the reactants needed to synthesize it. The reactants are: [CH3:1][O:2][C:3]1[CH:4]=[C:5]([CH2:9][C:10]([CH:12]2[C:17](=O)[CH2:16][CH2:15][N:14]([C:19]([O:21][C:22]([CH3:25])([CH3:24])[CH3:23])=[O:20])[CH2:13]2)=O)[CH:6]=[CH:7][CH:8]=1.[CH3:26][C:27]1[N:28]([C:32]2[CH:37]=[CH:36][C:35]([NH:38][C:39]([NH2:41])=[NH:40])=[CH:34][CH:33]=2)[CH:29]=[CH:30][N:31]=1.